From a dataset of Reaction yield outcomes from USPTO patents with 853,638 reactions. Predict the reaction yield, written as a fraction of the theoretical maximum amount of product (1.0 means a 100% yield; for example, 0.34 means a 34% yield). (1) The reactants are [N:1]1([C:6]2[CH:13]=[CH:12][C:9]([C:10]#N)=[CH:8][CH:7]=2)[CH:5]=[CH:4][N:3]=[N:2]1.S(=O)(=O)(O)[OH:15].[OH2:19]. The catalyst is [OH-].[Na+].C([O-])([O-])=O.[Na+].[Na+]. The product is [N:1]1([C:6]2[CH:13]=[CH:12][C:9]([C:10]([OH:15])=[O:19])=[CH:8][CH:7]=2)[CH:5]=[CH:4][N:3]=[N:2]1. The yield is 0.810. (2) The product is [CH3:1][C:2]1[CH:7]=[CH:6][C:5]([S:8]([O:11][CH2:12][CH:13]2[CH2:17][C:16]3[CH:18]=[CH:19][CH:20]=[C:21]([C:25]4[CH:26]=[CH:27][S:23][CH:24]=4)[C:15]=3[O:14]2)(=[O:10])=[O:9])=[CH:4][CH:3]=1. The yield is 0.770. The catalyst is CC1C=CC=CC=1[P](C1C=CC=CC=1C)([Pd](Cl)(Cl)[P](C1=C(C)C=CC=C1)(C1C=CC=CC=1C)C1C=CC=CC=1C)C1C=CC=CC=1C. The reactants are [CH3:1][C:2]1[CH:7]=[CH:6][C:5]([S:8]([O:11][CH2:12][CH:13]2[CH2:17][C:16]3[CH:18]=[CH:19][CH:20]=[C:21](Br)[C:15]=3[O:14]2)(=[O:10])=[O:9])=[CH:4][CH:3]=1.[S:23]1[CH:27]=[CH:26][C:25](B(O)O)=[CH:24]1.C(=O)([O-])[O-].[K+].[K+].CC1C=CC(S(OCC2CC3C(C4C=CC=CC=4)=CC=CC=3O2)(=O)=O)=CC=1. (3) The reactants are Br[C:2]1[CH:7]=[CH:6][C:5]([O:8][CH3:9])=[C:4]([CH3:10])[CH:3]=1.[CH2:11]1COC[CH2:12]1.[CH2:16]([Li])[CH2:17][CH2:18][CH3:19].[N:21]([C:30]([O:32]C(C)(C)C)=[O:31])=[N:22][C:23]([O:25][C:26]([CH3:29])(C)C)=[O:24]. The catalyst is CCCCCC.O. The product is [CH3:9][O:8][C:5]1[CH:6]=[CH:7][C:2]([N:22]([C:23]([O:25][CH2:26][CH2:29][CH2:11][CH3:12])=[O:24])[NH:21][C:30]([O:32][CH2:16][CH2:17][CH2:18][CH3:19])=[O:31])=[CH:3][C:4]=1[CH3:10]. The yield is 0.600. (4) The reactants are C(OC([N:8]([C:25]1[C:30]([CH3:31])=[CH:29][N:28]=[C:27]([C:32]2[CH:37]=[CH:36][CH:35]=[C:34]([O:38][CH2:39][C:40]([NH:42][CH:43]3[CH2:45][CH2:44]3)=[O:41])[CH:33]=2)[N:26]=1)[C:9]1[CH:10]=[C:11]2[C:15](=[CH:16][CH:17]=1)[N:14](C(OC(C)(C)C)=O)[N:13]=[CH:12]2)=O)(C)(C)C.[ClH:46].CCOC(C)=O. The catalyst is CCOC(C)=O. The product is [ClH:46].[NH:14]1[C:15]2[C:11](=[CH:10][C:9]([NH:8][C:25]3[C:30]([CH3:31])=[CH:29][N:28]=[C:27]([C:32]4[CH:33]=[C:34]([CH:35]=[CH:36][CH:37]=4)[O:38][CH2:39][C:40]([NH:42][CH:43]4[CH2:45][CH2:44]4)=[O:41])[N:26]=3)=[CH:17][CH:16]=2)[CH:12]=[N:13]1. The yield is 0.890. (5) The reactants are [F:1][C:2]1[CH:3]=[CH:4][C:5]2[C:6]3[C:11]([CH:12]([CH3:27])[N:13]([S:16]([C:19]4[CH:24]=[CH:23][CH:22]=[C:21]([O:25]C)[CH:20]=4)(=[O:18])=[O:17])[C:14]=2[CH:15]=1)=[CH:10][CH:9]=[CH:8][CH:7]=3.C1CCCCC=1.B(Br)(Br)Br. The catalyst is ClCCl. The product is [F:1][C:2]1[CH:3]=[CH:4][C:5]2[C:6]3[C:11]([CH:12]([CH3:27])[N:13]([S:16]([C:19]4[CH:20]=[C:21]([OH:25])[CH:22]=[CH:23][CH:24]=4)(=[O:18])=[O:17])[C:14]=2[CH:15]=1)=[CH:10][CH:9]=[CH:8][CH:7]=3. The yield is 0.300. (6) The reactants are Cl[C:2]1[C:11]2[C:6](=[CH:7][CH:8]=[C:9]([CH3:12])[CH:10]=2)[N:5]=[C:4]([N:13]2[CH2:19][C:18]3[CH:20]=[CH:21][C:22]([O:24][C:25]4[CH:30]=[CH:29][CH:28]=[CH:27][CH:26]=4)=[CH:23][C:17]=3[S:16](=[O:32])(=[O:31])[CH2:15][CH2:14]2)[CH:3]=1.[NH2:33][CH2:34][C:35]1([N:39]([CH2:47][C:48]2[CH:53]=[CH:52][CH:51]=[CH:50][CH:49]=2)[CH2:40][C:41]2[CH:46]=[CH:45][CH:44]=[CH:43][CH:42]=2)[CH2:38][O:37][CH2:36]1.CC(C)([O-])C.[Na+]. The catalyst is O1CCOCC1.C1(P(C2C=CC=CC=2)[C-]2C=CC=C2)C=CC=CC=1.[C-]1(P(C2C=CC=CC=2)C2C=CC=CC=2)C=CC=C1.[Fe+2]. The product is [CH2:47]([N:39]([CH2:40][C:41]1[CH:46]=[CH:45][CH:44]=[CH:43][CH:42]=1)[C:35]1([CH2:34][NH:33][C:2]2[C:11]3[C:6](=[CH:7][CH:8]=[C:9]([CH3:12])[CH:10]=3)[N:5]=[C:4]([N:13]3[CH2:19][C:18]4[CH:20]=[CH:21][C:22]([O:24][C:25]5[CH:30]=[CH:29][CH:28]=[CH:27][CH:26]=5)=[CH:23][C:17]=4[S:16](=[O:32])(=[O:31])[CH2:15][CH2:14]3)[CH:3]=2)[CH2:36][O:37][CH2:38]1)[C:48]1[CH:49]=[CH:50][CH:51]=[CH:52][CH:53]=1. The yield is 0.526. (7) The reactants are [NH2:1][C@H:2]([CH2:21][O:22][C:23]1[CH:24]=[N:25][CH:26]=[C:27]([C:29]2[CH:30]=[C:31]3[C:36](=[C:37]([NH2:39])[N:38]=2)[CH:35]=[N:34][C:33]2[CH:40]=[C:41]([O:46][CH3:47])[C:42]([O:44][CH3:45])=[CH:43][C:32]3=2)[CH:28]=1)[CH2:3][C:4]1[CH:9]=[CH:8][C:7]([NH:10]C(=O)OCC2C=CC=CC=2)=[CH:6][CH:5]=1. The catalyst is [Pd].CCO.C(O)(=O)C. The product is [NH2:1][C@@H:2]([CH2:3][C:4]1[CH:5]=[CH:6][C:7]([NH2:10])=[CH:8][CH:9]=1)[CH2:21][O:22][C:23]1[CH:28]=[C:27]([C:29]2[CH:30]=[C:31]3[C:36](=[C:37]([NH2:39])[N:38]=2)[CH:35]=[N:34][C:33]2[CH:40]=[C:41]([O:46][CH3:47])[C:42]([O:44][CH3:45])=[CH:43][C:32]3=2)[CH:26]=[N:25][CH:24]=1. The yield is 0.0600. (8) The reactants are [NH2:1][C:2]1[CH:7]=[CH:6][C:5]([C:8]2[CH:16]=[CH:15][CH:14]=[C:13]3[C:9]=2[CH2:10][NH:11][C:12]3=[O:17])=[CH:4][CH:3]=1.[OH-].[Na+].[C:20](Cl)(OCC(Cl)(Cl)Cl)=[O:21].[NH2:29][C:30]1[NH:34][N:33]=[C:32]([C:35]([CH3:38])([CH3:37])[CH3:36])[CH:31]=1.CCN(C(C)C)C(C)C. The catalyst is CCOC(C)=O.O. The product is [C:35]([C:32]1[CH:31]=[C:30]([NH:29][C:20]([NH:1][C:2]2[CH:3]=[CH:4][C:5]([C:8]3[CH:16]=[CH:15][CH:14]=[C:13]4[C:9]=3[CH2:10][NH:11][C:12]4=[O:17])=[CH:6][CH:7]=2)=[O:21])[NH:34][N:33]=1)([CH3:38])([CH3:37])[CH3:36]. The yield is 0.480. (9) The yield is 0.260. The product is [O:39]1[CH2:40][CH2:41][N:36]([C:18]2[C:19]3[N:20]([CH:21]=[C:22](/[CH:24]=[CH:25]/[C:26]4[CH:35]=[CH:34][C:33]5[C:28](=[CH:29][CH:30]=[CH:31][CH:32]=5)[N:27]=4)[N:23]=3)[C:15]([C:12]3[CH:13]=[CH:14][C:9]([C:8]4[N:42]=[C:4]([OH:5])[O:6][N:7]=4)=[N:10][CH:11]=3)=[CH:16][N:17]=2)[CH2:37][CH2:38]1. The catalyst is CC1C=CC=CC=1C. The reactants are C(O[C:4]([O:6][NH:7]/[C:8](=[N:42]/[H])/[C:9]1[CH:14]=[CH:13][C:12]([C:15]2[N:20]3[CH:21]=[C:22]([CH:24]=[CH:25][C:26]4[CH:35]=[CH:34][C:33]5[C:28](=[CH:29][CH:30]=[CH:31][CH:32]=5)[N:27]=4)[N:23]=[C:19]3[C:18]([N:36]3[CH2:41][CH2:40][O:39][CH2:38][CH2:37]3)=[N:17][CH:16]=2)=[CH:11][N:10]=1)=[O:5])C.C1CCN2C(=NCCC2)CC1.O.Cl. (10) The reactants are [Br:1][C:2]1[CH:10]=[C:6]([C:7]([OH:9])=O)[C:5]([OH:11])=[CH:4][CH:3]=1.[CH3:12][C:13]1[CH:14]=[C:15]([CH:17]=[C:18]([CH3:20])[CH:19]=1)[NH2:16]. No catalyst specified. The product is [Br:1][C:2]1[CH:3]=[CH:4][C:5]([OH:11])=[C:6]([CH:10]=1)[C:7]([NH:16][C:15]1[CH:17]=[C:18]([CH3:20])[CH:19]=[C:13]([CH3:12])[CH:14]=1)=[O:9]. The yield is 0.581.